This data is from Full USPTO retrosynthesis dataset with 1.9M reactions from patents (1976-2016). The task is: Predict the reactants needed to synthesize the given product. (1) Given the product [CH3:19][C:8]([NH:7][CH2:32][C:34]1[S:38][C:37]([C:39]([O:41][C@H:42]([C:53]2[CH:58]=[CH:57][C:56]([O:59][CH3:60])=[C:55]([O:61][CH3:62])[CH:54]=2)[CH2:43][C:44]2[C:49]([Cl:50])=[CH:48][N+:47]([O-:51])=[CH:46][C:45]=2[Cl:52])=[O:40])=[CH:36][CH:35]=1)([C:20]1[CH:21]=[CH:22][CH:23]=[CH:24][CH:25]=1)[C:9]([O:11][CH:12]1[CH2:13][CH2:14][N:15]([CH3:18])[CH2:16][CH2:17]1)=[O:10], predict the reactants needed to synthesize it. The reactants are: C(S([NH:7][C:8]([C:20]1[CH:25]=[CH:24][CH:23]=[CH:22][CH:21]=1)([CH3:19])[C:9]([O:11][CH:12]1[CH2:17][CH2:16][N:15]([CH3:18])[CH2:14][CH2:13]1)=[O:10])=O)(C)(C)C.O1CCOCC1.[CH:32]([C:34]1[S:38][C:37]([C:39]([O:41][C@H:42]([C:53]2[CH:58]=[CH:57][C:56]([O:59][CH3:60])=[C:55]([O:61][CH3:62])[CH:54]=2)[CH2:43][C:44]2[C:49]([Cl:50])=[CH:48][N+:47]([O-:51])=[CH:46][C:45]=2[Cl:52])=[O:40])=[CH:36][CH:35]=1)=O.CCN(CC)CC.C(O)(=O)C.[BH-](OC(C)=O)(OC(C)=O)OC(C)=O.[Na+]. (2) Given the product [OH:8][C:9]1[CH:14]=[C:13]([OH:15])[CH:12]=[CH:11][C:10]=1[CH:23]1[CH2:24][CH2:25][N:26]([C:29]([O:31][C:32]([CH3:35])([CH3:34])[CH3:33])=[O:30])[CH2:27][CH2:28]1, predict the reactants needed to synthesize it. The reactants are: C([O:8][C:9]1[CH:14]=[C:13]([O:15]CC2C=CC=CC=2)[CH:12]=[CH:11][C:10]=1[C:23]1(O)[CH2:28][CH2:27][N:26]([C:29]([O:31][C:32]([CH3:35])([CH3:34])[CH3:33])=[O:30])[CH2:25][CH2:24]1)C1C=CC=CC=1. (3) Given the product [Cl:19][C:20]1[CH:26]=[CH:25][C:23]([NH:24][C:7](=[O:9])[C:6]2[CH:10]=[CH:11][C:3]([C:1]#[N:2])=[CH:4][C:5]=2[F:12])=[C:22]([N:27]2[CH2:32][CH2:31][N:30]([CH2:33][CH2:34][C:35]([F:36])([F:38])[F:37])[CH2:29][CH2:28]2)[CH:21]=1, predict the reactants needed to synthesize it. The reactants are: [C:1]([C:3]1[CH:11]=[CH:10][C:6]([C:7]([OH:9])=O)=[C:5]([F:12])[CH:4]=1)#[N:2].C(Cl)(=O)C(Cl)=O.[Cl:19][C:20]1[CH:26]=[CH:25][C:23]([NH2:24])=[C:22]([N:27]2[CH2:32][CH2:31][N:30]([CH2:33][CH2:34][C:35]([F:38])([F:37])[F:36])[CH2:29][CH2:28]2)[CH:21]=1.C(N(CC)CC)C. (4) Given the product [ClH:1].[ClH:1].[Cl:14][C:11]1[CH:12]=[CH:13][C:8]([C:5]2[CH:4]=[N:3][C:2]([N:21]3[CH2:22][CH2:23][N:18]([CH:15]([CH3:17])[CH3:16])[CH2:19][CH2:20]3)=[N:7][CH:6]=2)=[CH:9][CH:10]=1, predict the reactants needed to synthesize it. The reactants are: [Cl:1][C:2]1[N:7]=[CH:6][C:5]([C:8]2[CH:13]=[CH:12][C:11]([Cl:14])=[CH:10][CH:9]=2)=[CH:4][N:3]=1.[CH:15]([N:18]1[CH2:23][CH2:22][NH:21][CH2:20][CH2:19]1)([CH3:17])[CH3:16].